Predict the product of the given reaction. From a dataset of Forward reaction prediction with 1.9M reactions from USPTO patents (1976-2016). Given the reactants [N:1]1([C:6]2[CH:7]=[CH:8][C:9]([C:13]3[N:14]=[N:15][C:16]([C:19]4[CH2:20][CH2:21][NH:22][CH2:23][CH:24]=4)=[CH:17][CH:18]=3)=[C:10]([OH:12])[CH:11]=2)[CH:5]=[CH:4][CH:3]=[N:2]1, predict the reaction product. The product is: [NH:22]1[CH2:21][CH2:20][CH:19]([C:16]2[N:15]=[N:14][C:13]([C:9]3[CH:8]=[CH:7][C:6]([N:1]4[CH:5]=[CH:4][CH:3]=[N:2]4)=[CH:11][C:10]=3[OH:12])=[CH:18][CH:17]=2)[CH2:24][CH2:23]1.